This data is from Peptide-MHC class II binding affinity with 134,281 pairs from IEDB. The task is: Regression. Given a peptide amino acid sequence and an MHC pseudo amino acid sequence, predict their binding affinity value. This is MHC class II binding data. (1) The peptide sequence is ARARRAAIAAAGASR. The MHC is DRB1_0405 with pseudo-sequence DRB1_0405. The binding affinity (normalized) is 0.267. (2) The peptide sequence is LTYQWHKEGSSIGKL. The MHC is DRB1_0405 with pseudo-sequence DRB1_0405. The binding affinity (normalized) is 0.259. (3) The binding affinity (normalized) is 0.502. The peptide sequence is DLQMVIAGAKSKFPR. The MHC is DRB1_1201 with pseudo-sequence DRB1_1201. (4) The peptide sequence is PSEPWNTGHDWILAD. The binding affinity (normalized) is 0.471. The MHC is DRB5_0101 with pseudo-sequence DRB5_0101.